From a dataset of Forward reaction prediction with 1.9M reactions from USPTO patents (1976-2016). Predict the product of the given reaction. (1) Given the reactants O[N:2]1[C:6](=[O:7])[C:5]2=[CH:8][CH:9]=[CH:10][CH:11]=[C:4]2[C:3]1=O.BrCC1C=CC=CC=1C#[N:18], predict the reaction product. The product is: [NH2:18][O:7][CH2:6][C:5]1[CH:8]=[CH:9][CH:10]=[CH:11][C:4]=1[C:3]#[N:2]. (2) Given the reactants [CH3:1][C:2]1([CH3:40])[C:10]2=[CH:11][C:12]3[NH:13][C:14]4[C:19]([C:20]=3[CH:21]=[C:9]2[C:8]2[C:3]1=[CH:4][CH:5]=[CH:6][CH:7]=2)=[CH:18][C:17]([C:22]1[CH:39]=[CH:38][C:37]2[C:36]3[C:31](=[CH:32][CH:33]=[CH:34][CH:35]=3)[C:30]3[C:25](=[CH:26][CH:27]=[CH:28][CH:29]=3)[C:24]=2[CH:23]=1)=[CH:16][CH:15]=4.Br[C:42]1[CH:47]=[CH:46][CH:45]=[CH:44][CH:43]=1.CC(C)([O-])C.[Na+].C(P(C(C)(C)C)C(C)(C)C)(C)(C)C, predict the reaction product. The product is: [CH3:1][C:2]1([CH3:40])[C:10]2=[CH:11][C:12]3[N:13]([C:42]4[CH:47]=[CH:46][CH:45]=[CH:44][CH:43]=4)[C:14]4[C:19]([C:20]=3[CH:21]=[C:9]2[C:8]2[C:3]1=[CH:4][CH:5]=[CH:6][CH:7]=2)=[CH:18][C:17]([C:22]1[CH:39]=[CH:38][C:37]2[C:36]3[C:31](=[CH:32][CH:33]=[CH:34][CH:35]=3)[C:30]3[C:25](=[CH:26][CH:27]=[CH:28][CH:29]=3)[C:24]=2[CH:23]=1)=[CH:16][CH:15]=4. (3) Given the reactants [C:1]([C:4]1[C:12]2[C:7](=[CH:8][C:9]([P:13](=[O:20])([O:17]CC)[O:14]CC)=[CH:10][CH:11]=2)[N:6]([CH2:21][C:22]([N:24]2[CH2:28][C@H:27]([F:29])[CH2:26][C@H:25]2[C:30](=[O:41])[NH:31][CH2:32][C:33]2[CH:38]=[CH:37][CH:36]=[C:35]([Cl:39])[C:34]=2[F:40])=[O:23])[N:5]=1)(=[O:3])[NH2:2].Br[Si](C)(C)C, predict the reaction product. The product is: [C:1]([C:4]1[C:12]2[C:7](=[CH:8][C:9]([P:13](=[O:14])([OH:17])[OH:20])=[CH:10][CH:11]=2)[N:6]([CH2:21][C:22]([N:24]2[CH2:28][C@H:27]([F:29])[CH2:26][C@H:25]2[C:30](=[O:41])[NH:31][CH2:32][C:33]2[CH:38]=[CH:37][CH:36]=[C:35]([Cl:39])[C:34]=2[F:40])=[O:23])[N:5]=1)(=[O:3])[NH2:2]. (4) Given the reactants [CH3:1][C@@H:2]1[CH2:6][CH2:5][CH2:4][N:3]1[C@H:7]([C:11]1[CH:16]=[CH:15][CH:14]=[CH:13][CH:12]=1)[C:8]([OH:10])=[O:9].C1CCC(N=C=NC2CCCCC2)CC1.C1C=CC2N(O)N=NC=2C=1.[N:42]12[CH2:49][CH2:48][CH:45]([CH2:46][CH2:47]1)[C@@H:44](O)[CH2:43]2.C(Cl)Cl.CO.[NH4+].[OH-], predict the reaction product. The product is: [CH3:1][C@@H:2]1[CH2:6][CH2:5][CH2:4][N:3]1[CH:7]([C:11]1[CH:16]=[CH:15][CH:14]=[CH:13][CH:12]=1)[C:8]([O:10][C@@H:44]1[CH:45]2[CH2:48][CH2:49][N:42]([CH2:47][CH2:46]2)[CH2:43]1)=[O:9]. (5) Given the reactants [CH2:1]([O:3][C:4]1[CH:5]=[C:6]([C:10]2[CH:11]=[C:12]([N:16]3[C:25]4[C:20](=[CH:21][CH:22]=[CH:23][N:24]=4)[C:19](=[O:26])[C:18]([C:27](O)=[O:28])=[CH:17]3)[CH:13]=[CH:14][CH:15]=2)[CH:7]=[CH:8][CH:9]=1)[CH3:2].S(Cl)(Cl)=O.[CH:34]([NH2:37])([CH3:36])[CH3:35], predict the reaction product. The product is: [CH:34]([NH:37][C:27]([C:18]1[C:19](=[O:26])[C:20]2[C:25](=[N:24][CH:23]=[CH:22][CH:21]=2)[N:16]([C:12]2[CH:13]=[CH:14][CH:15]=[C:10]([C:6]3[CH:7]=[CH:8][CH:9]=[C:4]([O:3][CH2:1][CH3:2])[CH:5]=3)[CH:11]=2)[CH:17]=1)=[O:28])([CH3:36])[CH3:35].